Predict which catalyst facilitates the given reaction. From a dataset of Catalyst prediction with 721,799 reactions and 888 catalyst types from USPTO. (1) Reactant: [CH3:1][C:2]([CH3:5])([O-])[CH3:3].[K+].[Cl-].[CH3:8][O:9]C[P+](C1C=CC=CC=1)(C1C=CC=CC=1)C1C=CC=CC=1.[CH2:30]([C:33]1[CH:38]=[CH:37][C:36]([CH:39]2[CH2:44][CH2:43][CH:42]([CH:45]3[CH2:50]CC(=O)C[CH2:46]3)[CH2:41][CH2:40]2)=[CH:35][CH:34]=1)[CH2:31][CH3:32].Cl. The catalyst class is: 20. Product: [CH3:8][O:9][CH:1]=[C:2]1[CH2:5][CH2:50][CH:45]([CH:42]2[CH2:41][CH2:40][CH:39]([C:36]3[CH:37]=[CH:38][C:33]([CH2:30][CH2:31][CH3:32])=[CH:34][CH:35]=3)[CH2:44][CH2:43]2)[CH2:46][CH2:3]1. (2) Reactant: [C:1]([S:4][CH:5]1[CH2:8][N:7]([C:9]2[O:10][CH:11]=[C:12]([C:14](=[O:34])[NH:15][C@H:16]3[CH2:20][CH2:19][N:18]([C:21]([O:23][CH2:24][C:25]4[CH:30]=[CH:29][C:28]([N+:31]([O-:33])=[O:32])=[CH:27][CH:26]=4)=[O:22])[CH2:17]3)[N:13]=2)[CH2:6]1)(=O)[CH3:2].[C:35]([OH:38])(=O)[CH3:36].NN.C1(P(OC2[C@H](C)[C@H]3[C@@H]([C@H](O)C)C(=O)N3C=2[C:61]([O:63][CH2:64][C:65]2[CH:70]=[CH:69][C:68]([N+:71]([O-:73])=[O:72])=[CH:67][CH:66]=2)=[O:62])(C2C=CC=CC=2)=O)C=CC=CC=1.C([N:84]([CH:87]([CH3:89])[CH3:88])CC)(C)C.[C:90](=[O:93])([O-])O.[Na+].[CH3:95]N(C)C=O. Product: [N+:31]([C:28]1[CH:29]=[CH:30][C:25]([CH2:24][O:23][C:21]([N:18]2[CH2:19][CH2:20][C@H:16]([NH:15][C:14]([C:12]3[N:13]=[C:9]([N:7]4[CH2:6][CH:5]([S:4][C:1]5[C@H:89]([CH3:95])[C@@H:87]6[C@@H:88]([C@H:35]([OH:38])[CH3:36])[C:90](=[O:93])[N:84]6[C:2]=5[C:61]([O:63][CH2:64][C:65]5[CH:66]=[CH:67][C:68]([N+:71]([O-:73])=[O:72])=[CH:69][CH:70]=5)=[O:62])[CH2:8]4)[O:10][CH:11]=3)=[O:34])[CH2:17]2)=[O:22])=[CH:26][CH:27]=1)([O-:33])=[O:32]. The catalyst class is: 115. (3) Reactant: [C:1]([N:20]1[CH:24]=[C:23]([C:25]2[N:29]=[C:28]([C:30]([OH:32])=O)[O:27][N:26]=2)[N:22]=[CH:21]1)([C:14]1[CH:19]=[CH:18][CH:17]=[CH:16][CH:15]=1)([C:8]1[CH:13]=[CH:12][CH:11]=[CH:10][CH:9]=1)[C:2]1[CH:7]=[CH:6][CH:5]=[CH:4][CH:3]=1.C1C=CC2N(O)N=NC=2C=1.CCN(C(C)C)C(C)C.CCN=C=NCCCN(C)C.[NH2:63][C@@H:64]([CH3:81])[CH2:65][N:66]1[CH:70]=[CH:69][C:68]([C:71]2[CH:78]=[C:77]([F:79])[C:74]([C:75]#[N:76])=[C:73]([Cl:80])[CH:72]=2)=[N:67]1. Product: [Cl:80][C:73]1[CH:72]=[C:71]([C:68]2[CH:69]=[CH:70][N:66]([CH2:65][C@@H:64]([NH:63][C:30]([C:28]3[O:27][N:26]=[C:25]([C:23]4[N:22]=[CH:21][N:20]([C:1]([C:14]5[CH:19]=[CH:18][CH:17]=[CH:16][CH:15]=5)([C:2]5[CH:3]=[CH:4][CH:5]=[CH:6][CH:7]=5)[C:8]5[CH:13]=[CH:12][CH:11]=[CH:10][CH:9]=5)[CH:24]=4)[N:29]=3)=[O:32])[CH3:81])[N:67]=2)[CH:78]=[C:77]([F:79])[C:74]=1[C:75]#[N:76]. The catalyst class is: 4. (4) Reactant: [CH3:1][C:2]1[C:10]2[C:5](=[CH:6][C:7]([C:11]([O:13][CH3:14])=[O:12])=[CH:8][CH:9]=2)[NH:4][N:3]=1.[CH2:15](Br)[C:16]1[CH:21]=[CH:20][CH:19]=[CH:18][CH:17]=1.C(=O)([O-])[O-].[K+].[K+].C1OCCOCCOCCOCCOCCOC1. Product: [CH2:15]([N:4]1[C:5]2[C:10](=[CH:9][CH:8]=[C:7]([C:11]([O:13][CH3:14])=[O:12])[CH:6]=2)[C:2]([CH3:1])=[N:3]1)[C:16]1[CH:21]=[CH:20][CH:19]=[CH:18][CH:17]=1.[CH2:15]([N:3]1[C:2]([CH3:1])=[C:10]2[C:5]([CH:6]=[C:7]([C:11]([O:13][CH3:14])=[O:12])[CH:8]=[CH:9]2)=[N:4]1)[C:16]1[CH:21]=[CH:20][CH:19]=[CH:18][CH:17]=1. The catalyst class is: 95. (5) Reactant: N1C=CC=CC=1.[F:7][C:8]1[CH:13]=[CH:12][C:11]([NH2:14])=[CH:10][C:9]=1[N+:15]([O-:17])=[O:16].[F:18][C:19]1[CH:24]=[CH:23][C:22]([S:25](Cl)(=[O:27])=[O:26])=[CH:21][CH:20]=1. Product: [F:18][C:19]1[CH:24]=[CH:23][C:22]([S:25]([NH:14][C:11]2[CH:12]=[CH:13][C:8]([F:7])=[C:9]([N+:15]([O-:17])=[O:16])[CH:10]=2)(=[O:27])=[O:26])=[CH:21][CH:20]=1. The catalyst class is: 4. (6) Reactant: [CH:1]([C:3]1[C:11]2[C:6](=[C:7]([N+:12]([O-:14])=[O:13])[CH:8]=[CH:9][CH:10]=2)[NH:5][CH:4]=1)=O.Cl.NO.[N:18]1C=CC=CC=1.[Se](=O)=O.S([O-])([O-])(=O)=O.[Mg+2]. Product: [C:1]([C:3]1[C:11]2[C:6](=[C:7]([N+:12]([O-:14])=[O:13])[CH:8]=[CH:9][CH:10]=2)[NH:5][CH:4]=1)#[N:18]. The catalyst class is: 9.